The task is: Predict the reaction yield, written as a fraction of the theoretical maximum amount of product (1.0 means a 100% yield; for example, 0.34 means a 34% yield).. This data is from Reaction yield outcomes from USPTO patents with 853,638 reactions. (1) The reactants are [NH2:1][C:2]1[N:3]([CH2:18][CH3:19])[C:4]2[C:9]([C:10](=[O:16])[C:11]=1[C:12]([NH:14][CH3:15])=[O:13])=[CH:8][CH:7]=[C:6](Cl)[N:5]=2.[CH3:20][C:21]([O:25][Si:26]([CH3:29])([CH3:28])[CH3:27])([CH3:24])[C:22]#[CH:23].CN(C)C=O.C(N(CC)CC)C. The catalyst is [Cu]I.C1C=CC(P(C2C=CC=CC=2)C2C=CC=CC=2)=CC=1.C1C=CC(P(C2C=CC=CC=2)C2C=CC=CC=2)=CC=1.Cl[Pd]Cl.CO.ClCCl.C(OCC)(=O)C. The product is [NH2:1][C:2]1[N:3]([CH2:18][CH3:19])[C:4]2[C:9]([C:10](=[O:16])[C:11]=1[C:12]([NH:14][CH3:15])=[O:13])=[CH:8][CH:7]=[C:6]([C:23]#[C:22][C:21]([CH3:24])([O:25][Si:26]([CH3:29])([CH3:28])[CH3:27])[CH3:20])[N:5]=2. The yield is 0.623. (2) The reactants are [CH:1]([Mg]Br)=[CH2:2].C(O[CH:10]([O:21]CCCC)[C:11]1[CH:16]=[C:15]([F:17])[CH:14]=[CH:13][C:12]=1[N+:18]([O-])=O)CCC.[Cl-].[NH4+]. The catalyst is O1CCCC1. The product is [F:17][C:15]1[CH:14]=[C:13]2[C:12](=[C:11]([CH:10]=[O:21])[CH:16]=1)[NH:18][CH:2]=[CH:1]2. The yield is 0.560.